Dataset: Full USPTO retrosynthesis dataset with 1.9M reactions from patents (1976-2016). Task: Predict the reactants needed to synthesize the given product. Given the product [ClH:24].[Cl:24][C:25]1[CH:30]=[CH:29][C:28]([S:31]([N:13]2[C:14]([C:16]3[CH:17]=[CH:18][CH:19]=[CH:20][CH:21]=3)=[CH:15][C:11]([CH2:10][NH:2][CH3:3])=[CH:12]2)(=[O:33])=[O:32])=[CH:27][CH:26]=1, predict the reactants needed to synthesize it. The reactants are: C[N:2]([CH2:10][C:11]1[CH:15]=[C:14]([C:16]2[CH:21]=[CH:20][CH:19]=[CH:18][CH:17]=2)[NH:13][CH:12]=1)[C:3](=O)OC(C)(C)C.[H-].[Na+].[Cl:24][C:25]1[CH:30]=[CH:29][C:28]([S:31](Cl)(=[O:33])=[O:32])=[CH:27][CH:26]=1.